From a dataset of Reaction yield outcomes from USPTO patents with 853,638 reactions. Predict the reaction yield, written as a fraction of the theoretical maximum amount of product (1.0 means a 100% yield; for example, 0.34 means a 34% yield). The reactants are O1CCCC1.Cl.[Cl:7][C:8]1[CH:9]=[C:10]([CH:13]=[CH:14][C:15]=1[O:16][CH3:17])[CH2:11][NH2:12].C(N(CC)CC)C.Cl[C:26]1[C:31]([C:32]([O:34][CH2:35][CH3:36])=[S:33])=[CH:30][N:29]=[C:28]([CH3:37])[N:27]=1. The catalyst is CO. The product is [Cl:7][C:8]1[CH:9]=[C:10]([CH:13]=[CH:14][C:15]=1[O:16][CH3:17])[CH2:11][NH:12][C:30]1[C:31]([C:32]([O:34][CH2:35][CH3:36])=[S:33])=[CH:26][N:27]=[C:28]([CH3:37])[N:29]=1. The yield is 0.883.